From a dataset of Catalyst prediction with 721,799 reactions and 888 catalyst types from USPTO. Predict which catalyst facilitates the given reaction. Reactant: CO[CH:3]1[O:9][C@H:8]([CH2:10][Cl:11])[C@@H:6]([OH:7])[C@H:4]1[OH:5].[C:12]([O-:15])(=[O:14])[CH3:13].[Na+].[C:17](OC(=O)C)(=[O:19])[CH3:18].[CH2:24]([O:28]CCCC)[CH2:25]CC.N1C=CC=CC=1.S(=O)(=O)(O)O.C(=O)(O)[O-].[Na+]. Product: [C:12]([O:15][CH:3]1[O:9][C@H:8]([CH2:10][Cl:11])[C@@H:6]([O:7][C:24](=[O:28])[CH3:25])[C@H:4]1[O:5][C:17](=[O:19])[CH3:18])(=[O:14])[CH3:13]. The catalyst class is: 194.